Dataset: Forward reaction prediction with 1.9M reactions from USPTO patents (1976-2016). Task: Predict the product of the given reaction. (1) Given the reactants [C:1]1([C:17]2[CH:22]=[CH:21][CH:20]=[CH:19][CH:18]=2)[CH:6]=[CH:5][CH:4]=[CH:3][C:2]=1[C:7]([N:9]1[CH2:16][CH:15]2[CH:11]([CH2:12][NH:13][CH2:14]2)[CH2:10]1)=[O:8].Cl[C:24]1[S:25][C:26]2[CH:32]=[CH:31][CH:30]=[CH:29][C:27]=2[N:28]=1, predict the reaction product. The product is: [C:1]1([C:17]2[CH:22]=[CH:21][CH:20]=[CH:19][CH:18]=2)[CH:6]=[CH:5][CH:4]=[CH:3][C:2]=1[C:7]([N:9]1[CH2:10][CH:11]2[CH2:12][N:13]([C:24]3[S:25][C:26]4[CH:32]=[CH:31][CH:30]=[CH:29][C:27]=4[N:28]=3)[CH2:14][CH:15]2[CH2:16]1)=[O:8]. (2) Given the reactants [CH3:1][O:2][CH2:3][CH2:4][O:5][CH2:6][C:7]1[CH:8]=[C:9]2[C:46](=[CH:47][CH:48]=1)[C@:13]1([CH2:18][CH2:17][N:16](S(C3C=CC(C)=CC=3)(=O)=O)[CH2:15][C@@H:14]1[O:29][CH2:30][C:31]1[CH:32]=[CH:33][C:34]3[O:39][CH2:38][CH2:37][N:36]([CH2:40][CH2:41][CH2:42][O:43][CH3:44])[C:35]=3[CH:45]=1)[O:12][CH2:11][CH2:10]2.CO.C1COCC1, predict the reaction product. The product is: [CH3:1][O:2][CH2:3][CH2:4][O:5][CH2:6][C:7]1[CH:8]=[C:9]2[C:46](=[CH:47][CH:48]=1)[C@:13]1([CH2:18][CH2:17][NH:16][CH2:15][C@@H:14]1[O:29][CH2:30][C:31]1[CH:32]=[CH:33][C:34]3[O:39][CH2:38][CH2:37][N:36]([CH2:40][CH2:41][CH2:42][O:43][CH3:44])[C:35]=3[CH:45]=1)[O:12][CH2:11][CH2:10]2. (3) Given the reactants [C:1]([O:5][C:6]([NH:8][CH2:9][CH2:10][O:11][CH2:12][CH2:13][O:14][CH2:15][CH2:16][NH:17][C:18]([CH2:20][O:21][C:22]1[CH:27]=[CH:26][C:25]([CH:28]=[CH:29][C:30]([OH:32])=O)=[CH:24][C:23]=1[O:33][CH3:34])=[O:19])=[O:7])([CH3:4])([CH3:3])[CH3:2].F[P-](F)(F)(F)(F)F.N1(O[P+](N2CCCC2)(N2CCCC2)N2CCCC2)C2N=CC=CC=2N=N1.[Cl:68][C:69]1[CH:70]=[C:71]([NH:76][C:77]2[C:86]3[C:81](=[CH:82][CH:83]=[C:84]([NH2:87])[CH:85]=3)[N:80]=[CH:79][N:78]=2)[CH:72]=[CH:73][C:74]=1[F:75], predict the reaction product. The product is: [C:1]([O:5][C:6](=[O:7])[NH:8][CH2:9][CH2:10][O:11][CH2:12][CH2:13][O:14][CH2:15][CH2:16][NH:17][C:18](=[O:19])[CH2:20][O:21][C:22]1[CH:27]=[CH:26][C:25]([CH:28]=[CH:29][C:30](=[O:32])[NH:87][C:84]2[CH:85]=[C:86]3[C:81](=[CH:82][CH:83]=2)[N:80]=[CH:79][N:78]=[C:77]3[NH:76][C:71]2[CH:72]=[CH:73][C:74]([F:75])=[C:69]([Cl:68])[CH:70]=2)=[CH:24][C:23]=1[O:33][CH3:34])([CH3:2])([CH3:3])[CH3:4]. (4) The product is: [N:34]([CH:12]([C:8]1[CH:9]=[CH:10][CH:11]=[C:6]([S:3]([CH2:1][CH3:2])(=[O:5])=[O:4])[CH:7]=1)[CH:14]1[CH2:19][CH2:18][O:17][CH2:16][CH2:15]1)=[N+:35]=[N-:36]. Given the reactants [CH2:1]([S:3]([C:6]1[CH:7]=[C:8]([CH:12]([CH:14]2[CH2:19][CH2:18][O:17][CH2:16][CH2:15]2)O)[CH:9]=[CH:10][CH:11]=1)(=[O:5])=[O:4])[CH3:2].C1C=CC(P([N:34]=[N+:35]=[N-:36])(C2C=CC=CC=2)=O)=CC=1.C1CCN2C(=NCCC2)CC1, predict the reaction product.